This data is from Forward reaction prediction with 1.9M reactions from USPTO patents (1976-2016). The task is: Predict the product of the given reaction. (1) The product is: [CH2:1]([O:13][CH2:14][CH:15]1[CH2:31][CH:29]([OH:30])[CH:28]([OH:24])[CH2:19]1)[CH2:2][CH2:3][CH2:4][CH2:5][CH2:6][CH2:7][CH2:8][CH2:9][CH2:10][CH2:11][CH3:12]. Given the reactants [CH2:1]([O:13][CH2:14][CH:15]1[CH2:19]C=CC1)[CH2:2][CH2:3][CH2:4][CH2:5][CH2:6][CH2:7][CH2:8][CH2:9][CH2:10][CH2:11][CH3:12].C[N+]1([O-])CC[O:24]CC1.[CH3:28][C:29]([CH3:31])=[O:30], predict the reaction product. (2) Given the reactants [I:1][C:2]1[CH:3]=[C:4]([N+:9]([O-:11])=[O:10])[C:5](N)=[N:6][CH:7]=1.N([O-])=O.[Na+].[NH4+].[OH-].[BrH:18], predict the reaction product. The product is: [I:1][C:2]1[CH:3]=[C:4]([N+:9]([O-:11])=[O:10])[C:5]([Br:18])=[N:6][CH:7]=1. (3) Given the reactants [CH3:1][C:2]1[C:6]2[N:7]=[C:8]([CH2:12][CH2:13][CH3:14])O[C:10](=[O:11])[C:5]=2[S:4][N:3]=1.[CH2:15]([NH2:22])[C:16]1[CH:21]=[CH:20][CH:19]=[CH:18][CH:17]=1, predict the reaction product. The product is: [CH2:15]([N:22]1[C:10](=[O:11])[C:5]2[S:4][N:3]=[C:2]([CH3:1])[C:6]=2[N:7]=[C:8]1[CH2:12][CH2:13][CH3:14])[C:16]1[CH:21]=[CH:20][CH:19]=[CH:18][CH:17]=1. (4) Given the reactants [OH-].[Na+].[C:11](O[C:11]([O:13][C:14]([CH3:17])([CH3:16])[CH3:15])=[O:12])([O:13][C:14]([CH3:17])([CH3:16])[CH3:15])=[O:12].[Br:18][C:19]1[CH:27]=[CH:26][CH:25]=[C:24]2[C:20]=1[CH:21]=[CH:22][N:23]2[CH2:28][CH2:29][NH2:30].O, predict the reaction product. The product is: [C:14]([O:13][C:11](=[O:12])[NH:30][CH2:29][CH2:28][N:23]1[C:24]2[C:20](=[C:19]([Br:18])[CH:27]=[CH:26][CH:25]=2)[CH:21]=[CH:22]1)([CH3:15])([CH3:16])[CH3:17]. (5) Given the reactants C(O)(C(F)(F)F)=O.[CH:8]([N:11]1[CH2:16][CH2:15][N:14]([C:17]2[CH:22]=[CH:21][C:20]([NH:23]C(=O)OC(C)(C)C)=[C:19]([N+:31]([O-:33])=[O:32])[CH:18]=2)[CH2:13][CH2:12]1)([CH3:10])[CH3:9], predict the reaction product. The product is: [CH:8]([N:11]1[CH2:12][CH2:13][N:14]([C:17]2[CH:22]=[CH:21][C:20]([NH2:23])=[C:19]([N+:31]([O-:33])=[O:32])[CH:18]=2)[CH2:15][CH2:16]1)([CH3:10])[CH3:9].